From a dataset of Catalyst prediction with 721,799 reactions and 888 catalyst types from USPTO. Predict which catalyst facilitates the given reaction. (1) Reactant: [N:1]1[C:10]2[C:5](=[CH:6][CH:7]=[CH:8][CH:9]=2)[C:4]([N:11]2[C:15]3=[N:16][CH:17]=[CH:18][CH:19]=[C:14]3[C:13]([C:20]([NH:22][C:23]([NH2:25])=[NH:24])=[O:21])=[CH:12]2)=[CH:3][CH:2]=1.[Mg+2].[Cl-].[Cl-].C1N=C(N)C2N=CN([C@@H]3[O:42][C@H](COP(OP(OC[C@H]4O[C@@H](N5C=C(C(N)=O)CC=C5)[C@H](O)[C@@H]4O)(O)=O)(O)=O)[C@@H](O)[C@H]3OP(O)(O)=O)C=2N=1.C1C(=O)NC(=O)N([C@@H]2O[C@H](COP(OP(O[C@H]3O[C@H](C(O)=O)[C@@H](O)[C@H](O)[C@H]3O)(O)=O)(O)=O)[C@@H](O)[C@H]2O)C=1. Product: [OH:42][C:2]1[CH:3]=[C:4]([N:11]2[C:15]3=[N:16][CH:17]=[CH:18][CH:19]=[C:14]3[C:13]([C:20]([NH:22][C:23]([NH2:25])=[NH:24])=[O:21])=[CH:12]2)[C:5]2[C:10](=[CH:9][CH:8]=[CH:7][CH:6]=2)[N:1]=1. The catalyst class is: 10. (2) Reactant: [Cl:1][C:2]1[C:11]2[C:6](=[CH:7][CH:8]=[C:9]([O:12][CH3:13])[CH:10]=2)[N:5]=[CH:4][C:3]=1[C:14]([NH2:16])=O.C(OC(C(F)(F)F)=O)(C(F)(F)F)=O. Product: [Cl:1][C:2]1[C:11]2[C:6](=[CH:7][CH:8]=[C:9]([O:12][CH3:13])[CH:10]=2)[N:5]=[CH:4][C:3]=1[C:14]#[N:16]. The catalyst class is: 624. (3) Reactant: [CH:1]([C:3]1[NH:7][C:6]([CH3:8])=[C:5]([CH2:9][CH2:10][C:11]([OH:13])=[O:12])[C:4]=1[CH3:14])=O.[NH:15]1[C:23]2[C:18](=[CH:19][CH:20]=[CH:21][CH:22]=2)[CH2:17][C:16]1=[O:24].[OH-].[Na+]. Product: [CH3:8][C:6]1[NH:7][C:3]([CH:1]=[C:17]2[C:18]3[C:23](=[CH:22][CH:21]=[CH:20][CH:19]=3)[NH:15][C:16]2=[O:24])=[C:4]([CH3:14])[C:5]=1[CH2:9][CH2:10][C:11]([OH:13])=[O:12]. The catalyst class is: 6. (4) Reactant: [Cl:1][C:2]1[N:7]=[CH:6][C:5]([C@H:8]([NH:13][C@H:14]([C:19]([OH:21])=O)[CH2:15][CH:16]([CH3:18])[CH3:17])[C:9]([F:12])([F:11])[F:10])=[CH:4][CH:3]=1.Cl.CN(C(ON1N=[N:38][C:33]2[CH:34]=[CH:35]C=[N:37][C:32]1=2)=[N+](C)C)C.F[P-](F)(F)(F)(F)F.C(N(C(C)C)CC)(C)C. Product: [Cl:1][C:2]1[N:7]=[CH:6][C:5]([C@H:8]([NH:13][C@H:14]([C:19]([NH:38][C:33]2([C:32]#[N:37])[CH2:35][CH2:34]2)=[O:21])[CH2:15][CH:16]([CH3:17])[CH3:18])[C:9]([F:10])([F:11])[F:12])=[CH:4][CH:3]=1. The catalyst class is: 303. (5) Reactant: Br[CH2:2][C:3]([C:5]1[C:28](=[O:29])[O:27][C:8]2=[N:9][C:10]([N:13]3[CH2:19][CH2:18][CH2:17][N:16]([C:20]([O:22][C:23]([CH3:26])([CH3:25])[CH3:24])=[O:21])[CH2:15][CH2:14]3)=[CH:11][CH:12]=[C:7]2[CH:6]=1)=O.[NH2:30][C:31]1[S:32][CH:33]=[CH:34][N:35]=1. Product: [S:32]1[CH:33]=[CH:34][N:35]2[CH:2]=[C:3]([C:5]3[C:28](=[O:29])[O:27][C:8]4=[N:9][C:10]([N:13]5[CH2:19][CH2:18][CH2:17][N:16]([C:20]([O:22][C:23]([CH3:25])([CH3:26])[CH3:24])=[O:21])[CH2:15][CH2:14]5)=[CH:11][CH:12]=[C:7]4[CH:6]=3)[N:30]=[C:31]12. The catalyst class is: 14. (6) Reactant: [H-].[Na+].CN(C=O)C.[O:8]1[CH2:13][CH2:12][CH2:11][CH2:10][CH:9]1[N:14]1[CH:18]=[C:17]([C:19]2[N:24]=[C:23]3[CH:25]=[CH:26][NH:27][C:22]3=[CH:21][CH:20]=2)[CH:16]=[N:15]1.CC1C=CC(S(O[CH2:39][C@H:40]2[CH2:44][C@H:43]([CH3:45])[N:42]([CH2:46][C:47]3[CH:52]=[CH:51][CH:50]=[CH:49][CH:48]=3)[CH2:41]2)(=O)=O)=CC=1. Product: [CH2:46]([N:42]1[C@@H:43]([CH3:45])[CH2:44][C@H:40]([CH2:39][N:27]2[C:22]3[C:23](=[N:24][C:19]([C:17]4[CH:16]=[N:15][N:14]([CH:9]5[CH2:10][CH2:11][CH2:12][CH2:13][O:8]5)[CH:18]=4)=[CH:20][CH:21]=3)[CH:25]=[CH:26]2)[CH2:41]1)[C:47]1[CH:52]=[CH:51][CH:50]=[CH:49][CH:48]=1. The catalyst class is: 69. (7) Reactant: [CH3:1][O:2][C:3]1[CH:4]=[C:5]2[C:10](=[CH:11][CH:12]=1)[N:9]=[C:8]([NH:13][CH2:14][CH2:15][CH3:16])[C:7]([CH:17]=[O:18])=[CH:6]2. Product: [CH3:1][O:2][C:3]1[CH:4]=[C:5]2[C:10](=[CH:11][CH:12]=1)[N:9]=[C:8]([NH:13][CH2:14][CH2:15][CH3:16])[C:7]([CH2:17][OH:18])=[CH:6]2. The catalyst class is: 1. (8) Reactant: [CH3:1][O:2][C:3]1[CH:4]=[C:5]([CH:18]=[C:19]([O:21][CH3:22])[CH:20]=1)[C:6]([NH:8][CH:9]1[CH2:14][CH2:13][CH2:12][CH:11]([C:15](O)=O)[CH2:10]1)=[O:7].[CH3:23][C:24]1[CH:25]=[C:26]([NH2:31])[C:27]([NH2:30])=[CH:28][CH:29]=1.F[P-](F)(F)(F)(F)F.CN([PH+](N(C)C)N(C)C)C.C(N(C(C)C)CC)(C)C. Product: [CH3:1][O:2][C:3]1[CH:4]=[C:5]([CH:18]=[C:19]([O:21][CH3:22])[CH:20]=1)[C:6]([NH:8][CH:9]1[CH2:14][CH2:13][CH2:12][CH:11]([C:15]2[NH:30][C:27]3[CH:28]=[CH:29][C:24]([CH3:23])=[CH:25][C:26]=3[N:31]=2)[CH2:10]1)=[O:7]. The catalyst class is: 136. (9) Reactant: [CH3:1][O:2][C:3](=[O:22])[C@@H:4]([NH:14][C:15]([O:17]C(C)(C)C)=O)[CH2:5][C:6]1[CH:11]=[CH:10][C:9]([O:12][CH3:13])=[CH:8][CH:7]=1.C(O)(C(F)(F)F)=O.[CH2:30]([O:37][C:38]([NH:40][C:41]1(C(O)=O)[CH2:43][CH2:42]1)=[O:39])[C:31]1[CH:36]=[CH:35][CH:34]=[CH:33][CH:32]=1.CN(C(ON1N=NC2C=CC=NC1=2)=[N+](C)C)C.F[P-](F)(F)(F)(F)F.C(N(CC)C(C)C)(C)C. Product: [CH3:1][O:2][C:3](=[O:22])[C@@H:4]([NH:14][C:15]([C:41]1([NH:40][C:38]([O:37][CH2:30][C:31]2[CH:36]=[CH:35][CH:34]=[CH:33][CH:32]=2)=[O:39])[CH2:42][CH2:43]1)=[O:17])[CH2:5][C:6]1[CH:7]=[CH:8][C:9]([O:12][CH3:13])=[CH:10][CH:11]=1. The catalyst class is: 2. (10) Reactant: [F:1][C:2]([F:24])([F:23])[S:3]([O:6][C:7]1[CH:12]=[C:11](I)[C:10](I)=[CH:9][C:8]=1[O:15][S:16]([C:19]([F:22])([F:21])[F:20])(=[O:18])=[O:17])(=[O:5])=[O:4].CCN([CH2:30][CH3:31])CC.[CH2:32]([O:37][CH2:38][C:39]1[CH:44]=[CH:43][CH:42]=[CH:41][CH:40]=1)[CH2:33][CH2:34][C:35]#[CH:36]. Product: [F:1][C:2]([F:24])([F:23])[S:3]([O:6][C:7]1[CH:12]=[C:11]([C:36]#[C:35][CH2:34][CH2:33][CH2:32][O:37][CH2:38][C:39]2[CH:40]=[CH:41][CH:42]=[CH:43][CH:44]=2)[C:10]([C:36]#[C:35][CH2:34][CH2:33][CH2:32][O:37][CH2:38][C:31]2[CH:30]=[CH:44][CH:39]=[CH:40][CH:41]=2)=[CH:9][C:8]=1[O:15][S:16]([C:19]([F:22])([F:21])[F:20])(=[O:18])=[O:17])(=[O:5])=[O:4]. The catalyst class is: 540.